From a dataset of TCR-epitope binding with 47,182 pairs between 192 epitopes and 23,139 TCRs. Binary Classification. Given a T-cell receptor sequence (or CDR3 region) and an epitope sequence, predict whether binding occurs between them. (1) The epitope is KLWAQCVQL. The TCR CDR3 sequence is CASSFELAGQETQYF. Result: 1 (the TCR binds to the epitope). (2) The epitope is SEVGPEHSLAEY. The TCR CDR3 sequence is CASSQEASDLPYEQYF. Result: 1 (the TCR binds to the epitope). (3) The epitope is YLNTLTLAV. The TCR CDR3 sequence is CASSYGEGYEQYF. Result: 1 (the TCR binds to the epitope). (4) The epitope is RPPIFIRRL. The TCR CDR3 sequence is CASSLESQAETQYF. Result: 0 (the TCR does not bind to the epitope). (5) The epitope is TLDSKTQSL. The TCR CDR3 sequence is CASSSRLSHPLYNEQFF. Result: 0 (the TCR does not bind to the epitope). (6) The epitope is KLSYGIATV. The TCR CDR3 sequence is CASSSNTFYEQYF. Result: 1 (the TCR binds to the epitope).